Regression. Given a peptide amino acid sequence and an MHC pseudo amino acid sequence, predict their binding affinity value. This is MHC class II binding data. From a dataset of Peptide-MHC class II binding affinity with 134,281 pairs from IEDB. The binding affinity (normalized) is 0.722. The MHC is HLA-DPA10201-DPB11401 with pseudo-sequence HLA-DPA10201-DPB11401. The peptide sequence is AFKVAATAANAWPAN.